Task: Predict the reactants needed to synthesize the given product.. Dataset: Full USPTO retrosynthesis dataset with 1.9M reactions from patents (1976-2016) (1) Given the product [CH2:1]([O:3][C:4]([C:6]1[S:10][C:9]([NH:11][C:23]2[CH:22]=[C:21]([CH:20]([O:31][CH3:32])[O:19][CH3:18])[CH:26]=[CH:25][C:24]=2[N+:27]([O-:29])=[O:28])=[N:8][C:7]=1[C:12]1[CH:17]=[CH:16][CH:15]=[CH:14][CH:13]=1)=[O:5])[CH3:2], predict the reactants needed to synthesize it. The reactants are: [CH2:1]([O:3][C:4]([C:6]1[S:10][C:9]([NH2:11])=[N:8][C:7]=1[C:12]1[CH:17]=[CH:16][CH:15]=[CH:14][CH:13]=1)=[O:5])[CH3:2].[CH3:18][O:19][CH:20]([O:31][CH3:32])[C:21]1[CH:26]=[CH:25][C:24]([N+:27]([O-:29])=[O:28])=[C:23](F)[CH:22]=1.C(=O)([O-])[O-].[Cs+].[Cs+].CN(C)C=O. (2) Given the product [CH3:22][O:21][C:18]1[CH:19]=[CH:20][C:15]([CH2:14][N:12]2[N:13]=[C:7]([N:36]3[CH2:37][CH2:38][C:39]4[N:40]=[C:32]([C:26]5[CH:27]=[CH:28][CH:29]=[CH:30][CH:31]=5)[O:33][C:34]=4[CH2:35]3)[CH:8]3[CH:10]([CH2:9]3)[C:11]2=[O:23])=[CH:16][CH:17]=1, predict the reactants needed to synthesize it. The reactants are: FC(F)(F)S(O[C:7]1[CH:8]2[CH:10]([C:11](=[O:23])[N:12]([CH2:14][C:15]3[CH:20]=[CH:19][C:18]([O:21][CH3:22])=[CH:17][CH:16]=3)[N:13]=1)[CH2:9]2)(=O)=O.[C:26]1([C:32]2[O:33][C:34]3[CH2:35][NH:36][CH2:37][CH2:38][C:39]=3[N:40]=2)[CH:31]=[CH:30][CH:29]=[CH:28][CH:27]=1.C(Cl)Cl.